From a dataset of Peptide-MHC class II binding affinity with 134,281 pairs from IEDB. Regression. Given a peptide amino acid sequence and an MHC pseudo amino acid sequence, predict their binding affinity value. This is MHC class II binding data. (1) The binding affinity (normalized) is 0.437. The peptide sequence is NELGMLEKTKEDLFG. The MHC is DRB1_0801 with pseudo-sequence DRB1_0801. (2) The MHC is DRB1_1301 with pseudo-sequence DRB1_1301. The peptide sequence is GMVIFFMSPKGISRM. The binding affinity (normalized) is 0.808. (3) The peptide sequence is EVLGFRMVQDERVGR. The MHC is DRB1_1501 with pseudo-sequence DRB1_1501. The binding affinity (normalized) is 0.496. (4) The peptide sequence is LKLATGMRNVPEKQT. The MHC is HLA-DPA10103-DPB10401 with pseudo-sequence HLA-DPA10103-DPB10401. The binding affinity (normalized) is 0.213.